From a dataset of Catalyst prediction with 721,799 reactions and 888 catalyst types from USPTO. Predict which catalyst facilitates the given reaction. Reactant: [CH:1]1([CH:4]=[O:5])[CH2:3][CH2:2]1.[CH2:6]([NH2:9])[CH:7]=[CH2:8].C([BH3-])#N.[Na+]. Product: [NH4+:9].[OH-:5].[CH:1]1([CH2:4][NH:9][CH2:6][CH:7]=[CH2:8])[CH2:3][CH2:2]1. The catalyst class is: 5.